This data is from NCI-60 drug combinations with 297,098 pairs across 59 cell lines. The task is: Regression. Given two drug SMILES strings and cell line genomic features, predict the synergy score measuring deviation from expected non-interaction effect. (1) Cell line: M14. Synergy scores: CSS=13.5, Synergy_ZIP=-3.67, Synergy_Bliss=1.94, Synergy_Loewe=-22.8, Synergy_HSA=-2.17. Drug 2: C(=O)(N)NO. Drug 1: CC1OCC2C(O1)C(C(C(O2)OC3C4COC(=O)C4C(C5=CC6=C(C=C35)OCO6)C7=CC(=C(C(=C7)OC)O)OC)O)O. (2) Drug 2: C1CCC(C(C1)N)N.C(=O)(C(=O)[O-])[O-].[Pt+4]. Cell line: U251. Synergy scores: CSS=36.3, Synergy_ZIP=-10.5, Synergy_Bliss=-3.88, Synergy_Loewe=-15.4, Synergy_HSA=-0.808. Drug 1: CC1CCC2CC(C(=CC=CC=CC(CC(C(=O)C(C(C(=CC(C(=O)CC(OC(=O)C3CCCCN3C(=O)C(=O)C1(O2)O)C(C)CC4CCC(C(C4)OC)O)C)C)O)OC)C)C)C)OC.